Dataset: Reaction yield outcomes from USPTO patents with 853,638 reactions. Task: Predict the reaction yield, written as a fraction of the theoretical maximum amount of product (1.0 means a 100% yield; for example, 0.34 means a 34% yield). (1) The reactants are FC(F)(F)C([O-])=O.[C:8]([C:11]1[CH:12]=[CH:13][C:14]2[C:15]([CH:31]3[CH2:36][CH2:35][CH2:34][CH2:33][CH2:32]3)=[C:16]3[C:23]4[CH:24]=[CH:25][C:26]([F:28])=[CH:27][C:22]=4[CH2:21][NH2+:20][CH2:19][CH2:18][N:17]3[C:29]=2[CH:30]=1)([OH:10])=[O:9].Cl[CH2:38][CH2:39][S:40](Cl)(=[O:42])=[O:41].C[CH2:45][N:46](CC)[CH2:47]C.CNC.C1COCC1. The catalyst is C(Cl)Cl.CN(C=O)C.CC#N. The product is [CH:31]1([C:15]2[C:14]3[CH:13]=[CH:12][C:11]([C:8]([OH:10])=[O:9])=[CH:30][C:29]=3[N:17]3[CH2:18][CH2:19][N:20]([S:40]([CH2:39][CH2:38][N:46]([CH3:47])[CH3:45])(=[O:42])=[O:41])[CH2:21][C:22]4[CH:27]=[C:26]([F:28])[CH:25]=[CH:24][C:23]=4[C:16]=23)[CH2:32][CH2:33][CH2:34][CH2:35][CH2:36]1. The yield is 0.160. (2) The reactants are C(O)(C(F)(F)F)=O.[CH:8]([S:11]([C:14]1[CH:15]=[CH:16][C:17]([C:20]2[CH:21]=[C:22]([C:34]3[O:38][N:37]=[C:36]([C:39]4[CH:44]=[CH:43][C:42]([CH2:45][NH:46][CH3:47])=[CH:41][CH:40]=4)[CH:35]=3)[C:23]([NH:26]C(=O)OC(C)(C)C)=[N:24][CH:25]=2)=[N:18][CH:19]=1)(=[O:13])=[O:12])([CH3:10])[CH3:9]. The catalyst is C(Cl)Cl. The product is [CH:8]([S:11]([C:14]1[CH:15]=[CH:16][C:17]([C:20]2[CH:21]=[C:22]([C:34]3[O:38][N:37]=[C:36]([C:39]4[CH:40]=[CH:41][C:42]([CH2:45][NH:46][CH3:47])=[CH:43][CH:44]=4)[CH:35]=3)[C:23]([NH2:26])=[N:24][CH:25]=2)=[N:18][CH:19]=1)(=[O:12])=[O:13])([CH3:10])[CH3:9]. The yield is 0.350. (3) The reactants are FC1C=C(F)C=CC=1C1C=C(COS(C)(=O)=O)C(=O)N(CC(C)C)N=1.[CH2:26]([N:35]1[C:40](=[O:41])[C:39]([C:42]([O:44]C)=[O:43])=[CH:38][C:37]([C:46]2[CH:51]=[CH:50][C:49]([F:52])=[C:48]([CH3:53])[CH:47]=2)=[N:36]1)[CH:27]=[CH:28][C:29]1[CH:34]=[CH:33][CH:32]=[CH:31][CH:30]=1. No catalyst specified. The product is [C:42]([C:39]1[C:40](=[O:41])[N:35]([CH2:26][CH:27]=[CH:28][C:29]2[CH:34]=[CH:33][CH:32]=[CH:31][CH:30]=2)[N:36]=[C:37]([C:46]2[CH:51]=[CH:50][C:49]([F:52])=[C:48]([CH3:53])[CH:47]=2)[CH:38]=1)([OH:44])=[O:43]. The yield is 0.851. (4) The reactants are C(O)(=O)C.C(O)(=O)C.C(NCCNCC1C=CC=CC=1)C1C=CC=CC=1.[N+:27]([CH2:30][CH2:31][CH2:32][CH2:33][CH2:34][CH2:35][CH2:36][CH2:37]CCCCCCCCCC)([O-:29])=[O:28].C=O. The catalyst is C1(C)C=CC=CC=1.CO. The product is [N+:27]([CH2:30][CH2:31][C:32]1[CH:33]=[CH:34][CH:35]=[CH:36][CH:37]=1)([O-:29])=[O:28]. The yield is 0.610. (5) The reactants are [NH:1]1[CH:5]=[CH:4][N:3]=[C:2]1[C:6]1[CH:7]=[CH:8][C:9]([CH3:50])=[C:10]([NH:12][C:13](=[O:49])[C:14]2[CH:19]=[CH:18][C:17]([O:20][CH2:21][C:22]3[CH:27]=[CH:26][C:25]([O:28][CH2:29][CH2:30][O:31][Si](C(C)(C)C)(C4C=CC=CC=4)C4C=CC=CC=4)=[CH:24][N:23]=3)=[CH:16][CH:15]=2)[CH:11]=1. The catalyst is CCCC[N+](CCCC)(CCCC)CCCC.[F-].C1COCC1. The product is [NH:1]1[CH:5]=[CH:4][N:3]=[C:2]1[C:6]1[CH:7]=[CH:8][C:9]([CH3:50])=[C:10]([NH:12][C:13](=[O:49])[C:14]2[CH:15]=[CH:16][C:17]([O:20][CH2:21][C:22]3[CH:27]=[CH:26][C:25]([O:28][CH2:29][CH2:30][OH:31])=[CH:24][N:23]=3)=[CH:18][CH:19]=2)[CH:11]=1. The yield is 0.473. (6) The reactants are [CH2:1]([O:3][C:4](=[O:25])[CH2:5][CH2:6][CH2:7][CH2:8][CH2:9][CH2:10][O:11][C:12]1[CH:13]=[C:14]([CH:20]=[CH:21][C:22]=1[O:23][CH3:24])[C:15]([O:17][CH2:18][CH3:19])=[O:16])[CH3:2].[N+:26]([O-])([OH:28])=[O:27]. The catalyst is C(O)(=O)C. The product is [CH2:1]([O:3][C:4](=[O:25])[CH2:5][CH2:6][CH2:7][CH2:8][CH2:9][CH2:10][O:11][C:12]1[C:22]([O:23][CH3:24])=[CH:21][C:20]([N+:26]([O-:28])=[O:27])=[C:14]([CH:13]=1)[C:15]([O:17][CH2:18][CH3:19])=[O:16])[CH3:2]. The yield is 0.964. (7) The reactants are [CH3:1][O:2][P:3]([CH3:7])(=[O:6])[O:4][CH3:5].[CH2:8]([Li])[CH2:9][CH2:10][CH2:11][CH2:12][CH3:13].[CH3:15][CH2:16][C:17]1C=CC=C(OC(CC)=O)C=1.[OH2:28]. The catalyst is C1COCC1. The product is [CH3:1][O:2][P:3]([CH2:7][C:8](=[O:28])[CH2:9][CH2:10][C:11]1[CH:17]=[CH:16][CH:15]=[CH:13][CH:12]=1)(=[O:6])[O:4][CH3:5]. The yield is 0.897. (8) The reactants are COC(=O)[CH2:4][N:5]1[CH2:33][CH2:32][C:8]2([S:12][C:11]([C:13]3[NH:14][C:15]4[C:20]([CH:21]=3)=[CH:19][CH:18]=[CH:17][C:16]=4[N:22]([CH3:31])[S:23]([C:26]3[S:27][CH:28]=[CH:29][CH:30]=3)(=[O:25])=[O:24])=[N:10][CH2:9]2)[CH2:7][CH2:6]1.[CH3:35][Li].C([O:39][CH2:40][CH3:41])C.[Cl-].[NH4+]. The catalyst is O1CCCC1. The product is [OH:39][C:40]([CH3:41])([CH3:35])[CH2:4][N:5]1[CH2:33][CH2:32][C:8]2([S:12][C:11]([C:13]3[NH:14][C:15]4[C:20]([CH:21]=3)=[CH:19][CH:18]=[CH:17][C:16]=4[N:22]([CH3:31])[S:23]([C:26]3[S:27][CH:28]=[CH:29][CH:30]=3)(=[O:25])=[O:24])=[N:10][CH2:9]2)[CH2:7][CH2:6]1. The yield is 0.440. (9) The reactants are [F:1][C:2]1[CH:3]=[C:4]([NH:9][C:10]2[C:15]([N+:16]([O-])=O)=[CH:14][CH:13]=[CH:12][N:11]=2)[CH:5]=[CH:6][C:7]=1[CH3:8].O.C(O)(=O)C. The catalyst is C(OCC)(=O)C.[Fe]. The product is [F:1][C:2]1[CH:3]=[C:4]([NH:9][C:10]2[C:15]([NH2:16])=[CH:14][CH:13]=[CH:12][N:11]=2)[CH:5]=[CH:6][C:7]=1[CH3:8]. The yield is 0.900.